Dataset: Catalyst prediction with 721,799 reactions and 888 catalyst types from USPTO. Task: Predict which catalyst facilitates the given reaction. (1) Reactant: [OH:1][C:2]1[CH:10]=[C:9]([O:11][CH3:12])[CH:8]=[CH:7][C:3]=1[C:4]([OH:6])=O.C(N(C(C)C)CC)(C)C.Cl[C:23](OCC)=[O:24].[F:28][C:29]1[CH:36]=[C:35]([Br:37])[CH:34]=[CH:33][C:30]=1[CH2:31][NH2:32]. Product: [Br:37][C:35]1[CH:34]=[CH:33][C:30]([CH2:31][N:32]2[C:4](=[O:6])[C:3]3[CH:7]=[CH:8][C:9]([O:11][CH3:12])=[CH:10][C:2]=3[O:1][C:23]2=[O:24])=[C:29]([F:28])[CH:36]=1. The catalyst class is: 54. (2) Reactant: [C:1]([O:5][C:6]([NH:8][C@@H:9]([CH2:13][C:14]1[CH:19]=[CH:18][C:17]([O:20][CH3:21])=[CH:16][CH:15]=1)[C:10]([OH:12])=O)=[O:7])([CH3:4])([CH3:3])[CH3:2].C1C=CC2N(O)N=NC=2C=1.CN(C(ON1N=NC2C=CC=CC1=2)=[N+](C)C)C.F[P-](F)(F)(F)(F)F.OC(C(F)(F)F)=O.[NH2:63][C@@H:64]([CH2:71][C:72]1[CH:77]=[CH:76][CH:75]=[CH:74][CH:73]=1)[C:65]([C@@:67]1([CH3:70])[CH2:69][O:68]1)=[O:66].CCN(C(C)C)C(C)C. Product: [CH3:21][O:20][C:17]1[CH:18]=[CH:19][C:14]([CH2:13][C@H:9]([NH:8][C:6](=[O:7])[O:5][C:1]([CH3:2])([CH3:3])[CH3:4])[C:10]([NH:63][C@@H:64]([CH2:71][C:72]2[CH:77]=[CH:76][CH:75]=[CH:74][CH:73]=2)[C:65]([C@@:67]2([CH3:70])[CH2:69][O:68]2)=[O:66])=[O:12])=[CH:15][CH:16]=1. The catalyst class is: 3. (3) Reactant: C(N(CC)CC)C.[F:8][C:9]1[C:14]([F:15])=[CH:13][CH:12]=[CH:11][C:10]=1[C@H:16]1[CH2:22][N:21]2[C:23]([CH2:26][C:27]([F:30])([F:29])[F:28])=[CH:24][N:25]=[C:20]2[C@H:19]([NH2:31])[CH2:18][CH2:17]1.ClC(OC1C=CC([N+:42]([O-])=O)=CC=1)=O.[NH:45]1[CH2:50][CH2:49][CH:48]([N:51]2[CH2:60][C:59]3[C:54](=[CH:55][CH:56]=[CH:57][CH:58]=3)[NH:53][C:52]2=[O:61])[CH2:47][CH2:46]1.[C:62](=[O:65])([O-])[O-].[Na+].[Na+]. Product: [F:8][C:9]1[C:14]([F:15])=[CH:13][CH:12]=[CH:11][C:10]=1[C@H:16]1[CH2:22][N:21]2[C:23]([CH2:26][C:27]([F:30])([F:28])[F:29])=[CH:24][N:25]=[C:20]2[C@H:19]([NH:31][C:62]([N:45]2[CH2:46][CH2:47][CH:48]([N:51]3[C:52](=[O:61])[NH:53][C:54]([C:59]4[CH:58]=[CH:57][CH:56]=[CH:55][CH:60]=4)=[N:42]3)[CH2:49][CH2:50]2)=[O:65])[CH2:18][CH2:17]1. The catalyst class is: 7. (4) Reactant: [Cl-].O[NH3+:3].[C:4](=[O:7])([O-])[OH:5].[Na+].CS(C)=O.[CH2:13]([C:17]1[N:18]=[C:19]([CH3:51])[N:20]([CH2:39][C:40]2[S:44][C:43]([C:45]3[CH:50]=[CH:49][CH:48]=[CH:47][CH:46]=3)=[N:42][CH:41]=2)[C:21](=[O:38])[C:22]=1[CH2:23][C:24]1[CH:29]=[CH:28][C:27]([C:30]2[C:31]([C:36]#[N:37])=[CH:32][CH:33]=[CH:34][CH:35]=2)=[CH:26][CH:25]=1)[CH2:14][CH2:15][CH3:16]. Product: [CH2:13]([C:17]1[N:18]=[C:19]([CH3:51])[N:20]([CH2:39][C:40]2[S:44][C:43]([C:45]3[CH:50]=[CH:49][CH:48]=[CH:47][CH:46]=3)=[N:42][CH:41]=2)[C:21](=[O:38])[C:22]=1[CH2:23][C:24]1[CH:25]=[CH:26][C:27]([C:30]2[CH:35]=[CH:34][CH:33]=[CH:32][C:31]=2[C:36]2[NH:3][C:4](=[O:7])[O:5][N:37]=2)=[CH:28][CH:29]=1)[CH2:14][CH2:15][CH3:16]. The catalyst class is: 13. (5) Reactant: C(OC([N:8]1[CH2:13][CH2:12][C:11]([C:15]2[CH:20]=[CH:19][C:18]([Cl:21])=[C:17]([O:22][CH3:23])[CH:16]=2)([OH:14])[CH2:10][CH2:9]1)=O)(C)(C)C.[ClH:24]. Product: [Cl:21][C:18]1[CH:19]=[CH:20][C:15]([C:11]2([OH:14])[CH2:12][CH2:13][NH:8][CH2:9][CH2:10]2)=[CH:16][C:17]=1[O:22][CH3:23].[ClH:24]. The catalyst class is: 275. (6) Reactant: [Si]([O:8][CH2:9][CH2:10][C:11]([C:14]1[C:19]([CH3:20])=[CH:18][C:17]([CH3:21])=[CH:16][C:15]=1[C:22](=[O:39])[C@H:23]([CH2:25][C:26]1[CH:31]=[CH:30][CH:29]=[CH:28][C:27]=1[C:32]([O:34][C:35]([CH3:38])([CH3:37])[CH3:36])=[O:33])[NH2:24])([CH3:13])[CH3:12])(C(C)(C)C)(C)C.C1COCC1.O. Product: [C:32]([C:27]1[CH:28]=[CH:29][CH:30]=[CH:31][C:26]=1[CH2:25][C@@H:23]([C:22]([C:15]1[CH:16]=[C:17]([CH3:21])[CH:18]=[C:19]([CH3:20])[C:14]=1[C:11]([CH3:12])([CH3:13])[CH2:10][CH2:9][OH:8])=[O:39])[NH2:24])([O:34][C:35]([CH3:38])([CH3:36])[CH3:37])=[O:33]. The catalyst class is: 52. (7) Reactant: [NH3:1].Br[CH2:3][C:4]1[CH:5]=[C:6]([CH:10]=[CH:11][C:12]=1[N+:13]([O-:15])=[O:14])[C:7]([OH:9])=[O:8]. Product: [NH2:1][CH2:3][C:4]1[CH:5]=[C:6]([CH:10]=[CH:11][C:12]=1[N+:13]([O-:15])=[O:14])[C:7]([OH:9])=[O:8]. The catalyst class is: 8. (8) Reactant: [C:1]([O:9][CH2:10][C@:11]1([CH3:16])[CH:15]=[CH:14][CH2:13][O:12]1)(=[O:8])[C:2]1[CH:7]=[CH:6][CH:5]=[CH:4][CH:3]=1.S(C)C.C([O-])(=[O:22])C.[Na+].OO. Product: [C:1]([O:9][CH2:10][C@:11]1([CH3:16])[CH2:15][CH:14]([OH:22])[CH2:13][O:12]1)(=[O:8])[C:2]1[CH:3]=[CH:4][CH:5]=[CH:6][CH:7]=1. The catalyst class is: 249. (9) Reactant: Cl.[Cl:2]C1C=CC=CC=1NC(NC1C=CC(C2SC(C3CCNCC3)=NC=2)=CC=1)=O.[F:30][C:31]1[CH:36]=[C:35]([F:37])[CH:34]=[CH:33][C:32]=1[NH:38][C:39](=[O:65])[NH:40][C:41]1[CH:46]=[CH:45][C:44]([C:47]2[S:51][C:50]([CH:52]3[CH2:57][CH2:56][N:55](C(OC(C)(C)C)=O)[CH2:54][CH2:53]3)=[N:49][CH:48]=2)=[CH:43][CH:42]=1.Cl. Product: [ClH:2].[F:30][C:31]1[CH:36]=[C:35]([F:37])[CH:34]=[CH:33][C:32]=1[NH:38][C:39]([NH:40][C:41]1[CH:42]=[CH:43][C:44]([C:47]2[S:51][C:50]([CH:52]3[CH2:57][CH2:56][NH:55][CH2:54][CH2:53]3)=[N:49][CH:48]=2)=[CH:45][CH:46]=1)=[O:65]. The catalyst class is: 12. (10) Reactant: Br[C:2]1[S:3][CH:4]=[CH:5][CH:6]=1.C([Li])CCC.CCCCCC.[CH:18](=[O:25])[C:19]1[CH:24]=[CH:23][N:22]=[CH:21][CH:20]=1. Product: [N:22]1[CH:23]=[CH:24][C:19]([CH:18]([C:2]2[S:3][CH:4]=[CH:5][CH:6]=2)[OH:25])=[CH:20][CH:21]=1. The catalyst class is: 1.